The task is: Predict which catalyst facilitates the given reaction.. This data is from Catalyst prediction with 721,799 reactions and 888 catalyst types from USPTO. Reactant: [NH:1]1[CH:5]=[C:4]([C:6]2[C:14]3[C:13]([NH:15][C@H:16]([C:18]4[N:23]([C:24]5[CH:29]=[CH:28][CH:27]=[CH:26][CH:25]=5)[C:22](=[O:30])[C:21]5=[C:31]([CH3:34])[CH:32]=[CH:33][N:20]5[N:19]=4)[CH3:17])=[N:12][CH:11]=[N:10][C:9]=3[N:8]([CH2:35][O:36][CH2:37][CH2:38][Si:39]([CH3:42])([CH3:41])[CH3:40])[CH:7]=2)[CH:3]=[N:2]1.Cl[CH2:44][CH2:45][N:46]([CH3:48])[CH3:47].C(=O)([O-])[O-].[Cs+].[Cs+]. Product: [CH3:47][N:46]([CH3:48])[CH2:45][CH2:44][N:1]1[CH:5]=[C:4]([C:6]2[C:14]3[C:13]([NH:15][C@H:16]([C:18]4[N:23]([C:24]5[CH:25]=[CH:26][CH:27]=[CH:28][CH:29]=5)[C:22](=[O:30])[C:21]5=[C:31]([CH3:34])[CH:32]=[CH:33][N:20]5[N:19]=4)[CH3:17])=[N:12][CH:11]=[N:10][C:9]=3[N:8]([CH2:35][O:36][CH2:37][CH2:38][Si:39]([CH3:40])([CH3:42])[CH3:41])[CH:7]=2)[CH:3]=[N:2]1. The catalyst class is: 3.